This data is from Peptide-MHC class II binding affinity with 134,281 pairs from IEDB. The task is: Regression. Given a peptide amino acid sequence and an MHC pseudo amino acid sequence, predict their binding affinity value. This is MHC class II binding data. (1) The peptide sequence is LQYGWKTWGKNLVFS. The MHC is DRB1_0301 with pseudo-sequence DRB1_0301. The binding affinity (normalized) is 0.473. (2) The peptide sequence is QPFPKTVWEQILNTW. The MHC is HLA-DQA10501-DQB10201 with pseudo-sequence HLA-DQA10501-DQB10201. The binding affinity (normalized) is 0.523. (3) The peptide sequence is KSAFQSSIASGFVGL. The MHC is DRB1_0701 with pseudo-sequence DRB1_0701. The binding affinity (normalized) is 1.00. (4) The peptide sequence is IAPAVQTNWQKLETFWAKHM. The MHC is DRB1_0401 with pseudo-sequence DRB1_0401. The binding affinity (normalized) is 0.611. (5) The peptide sequence is SGEPVVVHITDDNEE. The MHC is DRB1_0301 with pseudo-sequence DRB1_0301. The binding affinity (normalized) is 0.0442.